From a dataset of Reaction yield outcomes from USPTO patents with 853,638 reactions. Predict the reaction yield, written as a fraction of the theoretical maximum amount of product (1.0 means a 100% yield; for example, 0.34 means a 34% yield). (1) The reactants are [CH3:1][C:2]1([CH3:26])[C:11]2[C:6](=[C:7]([CH3:23])[CH:8]=[C:9]([C:13]([C:15]3[C:16]([CH3:22])=[N:17][N:18]([CH3:21])[C:19]=3[OH:20])=[O:14])[C:10]=2[CH3:12])[S:5](=[O:25])(=[O:24])[CH2:4][CH2:3]1.N1C=CC=CC=1.[I-].[K+].Br[CH:36]([CH3:42])[C:37]([O:39][CH2:40][CH3:41])=[O:38]. The catalyst is O1CCCC1. The product is [CH3:1][C:2]1([CH3:26])[C:11]2[C:6](=[C:7]([CH3:23])[CH:8]=[C:9]([C:13]([C:15]3[C:16]([CH3:22])=[N:17][N:18]([CH3:21])[C:19]=3[O:20][CH2:42][CH2:36][C:37]([O:39][CH2:40][CH3:41])=[O:38])=[O:14])[C:10]=2[CH3:12])[S:5](=[O:25])(=[O:24])[CH2:4][CH2:3]1. The yield is 0.450. (2) The reactants are [CH:1]1([CH2:4][N:5]2[CH:9]=[C:8](B3OC(C)(C)C(C)(C)O3)[CH:7]=[N:6]2)[CH2:3][CH2:2]1.Cl[C:20]1[N:25]=[C:24]([NH2:26])[CH:23]=[CH:22][N:21]=1.C(=O)([O-])[O-].[Na+].[Na+]. The catalyst is O.C(#N)C.CC(P(C(C)(C)C)C1C=CC(N(C)C)=CC=1)(C)C.CC(P(C(C)(C)C)C1C=CC(N(C)C)=CC=1)(C)C.Cl[Pd]Cl. The product is [CH:1]1([CH2:4][N:5]2[CH:9]=[C:8]([C:20]3[N:25]=[C:24]([NH2:26])[CH:23]=[CH:22][N:21]=3)[CH:7]=[N:6]2)[CH2:2][CH2:3]1. The yield is 0.700. (3) The catalyst is O. The yield is 0.560. The reactants are [Br:1][C:2]1[CH:7]=[CH:6][C:5]([OH:8])=[CH:4][CH:3]=1.[Br:9][CH2:10][CH2:11]Br.[OH-].[Na+]. The product is [Br:1][C:2]1[CH:7]=[CH:6][C:5]([O:8][CH2:11][CH2:10][Br:9])=[CH:4][CH:3]=1. (4) The reactants are [C:1]1([C:7]2([C:10]([O-:12])=[O:11])[CH2:9][CH2:8]2)[CH:6]=[CH:5][CH:4]=[CH:3][CH:2]=1.[N+:13]([O-:16])([O-])=[O:14].[K+].OS(O)(=O)=O.[CH2:23](Cl)Cl. No catalyst specified. The product is [N+:13]([C:4]1[CH:5]=[CH:6][C:1]([C:7]2([C:10]([O:12][CH3:23])=[O:11])[CH2:9][CH2:8]2)=[CH:2][CH:3]=1)([O-:16])=[O:14]. The yield is 0.680. (5) The reactants are [CH3:1][O:2][C:3]1[C:8]([C:9]([NH2:11])=[O:10])=[C:7]([CH3:12])[N:6]=[C:5]([O:13][CH3:14])[CH:4]=1.C([Li])CCC.CO[C:22]1C=[CH:28][C:25]([C:26]#N)=[CH:24][CH:23]=1.[CH2:30]1[CH2:34][O:33][CH2:32][CH2:31]1. No catalyst specified. The product is [CH3:14][O:13][C:5]1[CH:4]=[C:3]([O:2][CH3:1])[C:8]2[C:9](=[O:10])[NH:11][C:28]([C:25]3[CH:24]=[C:23]([CH3:22])[C:34]([O:33][CH3:32])=[C:30]([CH3:31])[CH:26]=3)=[CH:12][C:7]=2[N:6]=1. The yield is 0.120. (6) The reactants are O1[C:5]2([CH2:10][CH2:9][N:8]([C:11]3[CH:12]=[CH:13][C:14]4[O:19][CH2:18][C:17](=[O:20])[NH:16][C:15]=4[CH:21]=3)[CH2:7][CH2:6]2)[O:4]CC1. The catalyst is Cl.O1CCCC1.C(OCC)(=O)C. The product is [O:4]=[C:5]1[CH2:6][CH2:7][N:8]([C:11]2[CH:12]=[CH:13][C:14]3[O:19][CH2:18][C:17](=[O:20])[NH:16][C:15]=3[CH:21]=2)[CH2:9][CH2:10]1. The yield is 0.850. (7) The reactants are [CH2:1]([O:8][C:9]1[CH:14]=[CH:13][C:12](I)=[CH:11][CH:10]=1)[C:2]1[CH:7]=[CH:6][CH:5]=[CH:4][CH:3]=1.[NH:16]1[CH2:21][CH2:20][CH:19]([OH:22])[CH2:18][CH2:17]1.C1CCC(P(C2C(C3C=CC=CC=3)=CC=CC=2)C2CCCCC2)CC1.CC(C)([O-])C.[Na+]. The catalyst is O1CCOCC1.C(OCC)(=O)C.C([O-])(=O)C.[Pd+2].C([O-])(=O)C. The product is [CH2:1]([O:8][C:9]1[CH:14]=[CH:13][C:12]([N:16]2[CH2:21][CH2:20][CH:19]([OH:22])[CH2:18][CH2:17]2)=[CH:11][CH:10]=1)[C:2]1[CH:7]=[CH:6][CH:5]=[CH:4][CH:3]=1. The yield is 0.390.